This data is from Full USPTO retrosynthesis dataset with 1.9M reactions from patents (1976-2016). The task is: Predict the reactants needed to synthesize the given product. (1) Given the product [CH2:7]([O:20][C:14]1[CH:15]=[CH:16][CH:17]=[C:18]([F:19])[C:13]=1[F:12])[CH:8]=[CH:9][CH3:10], predict the reactants needed to synthesize it. The reactants are: C(=O)([O-])[O-].[K+].[K+].[CH3:7][C:8](=O)[CH2:9][CH3:10].[F:12][C:13]1[C:18]([F:19])=[CH:17][CH:16]=[CH:15][C:14]=1[OH:20].BrCC=CC. (2) Given the product [F:1][N:2]1[C:11]2=[CH:12][C:13](=[O:16])[CH2:14][N:15]=[C:9]3[C:10]2=[C:5]([CH2:6][CH:7]([C:23]2[CH:24]=[CH:25][C:26]([F:29])=[CH:27][CH:28]=2)[CH:8]3[C:17]2[N:21]([CH3:22])[N:20]=[CH:19][N:18]=2)[CH2:4][NH:3]1, predict the reactants needed to synthesize it. The reactants are: [F:1][N:2]1[C:11]2=[CH:12][C:13](=[O:16])[CH2:14][N:15]=[C:9]3[C:10]2=[C:5]([CH2:6][CH:7]([C:23]2[CH:28]=[CH:27][C:26]([F:29])=[CH:25][CH:24]=2)[CH:8]3[C:17]2[N:21]([CH3:22])[N:20]=[CH:19][N:18]=2)[C:4](C(OC(C)(C)C)=O)=[N:3]1.Cl. (3) Given the product [NH2:1][C:2]1[N:7]([CH2:8][C:9]2[CH:14]=[CH:13][CH:12]=[CH:11][CH:10]=2)[C:6](=[O:15])[NH:5][C:4](=[O:16])[C:3]=1[N:17]=[O:18], predict the reactants needed to synthesize it. The reactants are: [NH2:1][C:2]1[N:7]([CH2:8][C:9]2[CH:14]=[CH:13][CH:12]=[CH:11][CH:10]=2)[C:6](=[O:15])[NH:5][C:4](=[O:16])[CH:3]=1.[N:17]([O-])=[O:18].[Na+].Cl. (4) The reactants are: Cl.C(OCC)(=O)C.[Cl:8][C:9]1[CH:14]=[N:13][CH:12]=[C:11]([N:15]2[CH2:20][CH2:19][N:18](C(OC(C)(C)C)=O)[CH2:17][CH2:16]2)[N:10]=1. Given the product [ClH:8].[Cl:8][C:9]1[CH:14]=[N:13][CH:12]=[C:11]([N:15]2[CH2:16][CH2:17][NH:18][CH2:19][CH2:20]2)[N:10]=1, predict the reactants needed to synthesize it. (5) The reactants are: [NH2:1][CH:2]([P:6](=[O:9])([OH:8])[OH:7])[CH:3]([CH3:5])[CH3:4].[OH-].[Na+].[C:12]1([CH2:18][CH2:19][C:20](Cl)=[O:21])[CH:17]=[CH:16][CH:15]=[CH:14][CH:13]=1. Given the product [CH3:4][CH:3]([CH3:5])[CH:2]([P:6](=[O:8])([OH:7])[OH:9])[NH:1][C:20](=[O:21])[CH2:19][CH2:18][C:12]1[CH:17]=[CH:16][CH:15]=[CH:14][CH:13]=1, predict the reactants needed to synthesize it. (6) Given the product [CH3:50][C:37]1[CH:38]=[C:39]([C:43]2[CH:48]=[CH:47][N:46]=[C:45]([CH3:49])[CH:44]=2)[CH:40]=[C:41]([CH3:42])[C:36]=1[C:19]1[CH:20]=[CH:21][C:22]([F:24])=[C:23]2[C:18]=1[CH2:17][CH2:16][C@H:15]2[O:14][C:12]1[CH:11]=[CH:10][C:9]2[C@H:5]([CH2:4][C:3]([OH:34])=[O:2])[CH2:6][O:7][C:8]=2[CH:13]=1, predict the reactants needed to synthesize it. The reactants are: C[O:2][C:3](=[O:34])[CH2:4][C@H:5]1[C:9]2[CH:10]=[CH:11][C:12]([O:14][C@H:15]3[C:23]4[C:18](=[C:19](B5OC(C)(C)C(C)(C)O5)[CH:20]=[CH:21][C:22]=4[F:24])[CH2:17][CH2:16]3)=[CH:13][C:8]=2[O:7][CH2:6]1.Br[C:36]1[C:41]([CH3:42])=[CH:40][C:39]([C:43]2[CH:48]=[CH:47][N:46]=[C:45]([CH3:49])[CH:44]=2)=[CH:38][C:37]=1[CH3:50].BrC1C=CC(F)=C2C=1CC[C@H]2OC1C=CC2[C@H](CC(OC)=O)COC=2C=1. (7) Given the product [CH3:18][N:16]1[CH:17]=[C:12]([C:4]2[CH:3]=[C:2]([O:1][CH2:21][C:22]3[CH:27]=[CH:26][CH:25]=[CH:24][CH:23]=3)[CH:7]=[C:6]([S:8]([CH3:11])(=[O:10])=[O:9])[CH:5]=2)[CH:13]=[C:14]([CH3:20])[C:15]1=[O:19], predict the reactants needed to synthesize it. The reactants are: [OH:1][C:2]1[CH:3]=[C:4]([C:12]2[CH:13]=[C:14]([CH3:20])[C:15](=[O:19])[N:16]([CH3:18])[CH:17]=2)[CH:5]=[C:6]([S:8]([CH3:11])(=[O:10])=[O:9])[CH:7]=1.[CH2:21](Br)[C:22]1[CH:27]=[CH:26][CH:25]=[CH:24][CH:23]=1.C([O-])([O-])=O.[Na+].[Na+].